From a dataset of Forward reaction prediction with 1.9M reactions from USPTO patents (1976-2016). Predict the product of the given reaction. (1) Given the reactants [CH3:1][N:2]1[C@@H:12]2[CH2:13][C:14]3[CH:19]=[CH:18][C:17]([OH:20])=[C:16]4[O:21][C@H:6]5[C:7]([CH:9]=[CH:10][C@:11]2([OH:22])[C@:5]5([C:15]=34)[CH2:4][CH2:3]1)=[O:8].CN1[C:28](=O)[CH2:27][CH2:26]C1.C1(C=O)CC1.[H][H], predict the reaction product. The product is: [CH2:9]1[C@@H:7]([OH:8])[C@@H:6]2[O:21][C:16]3=[C:17]([OH:20])[CH:18]=[CH:19][C:14]4=[C:15]3[C@:5]32[CH2:4][CH2:3][N:2]([CH2:1][CH:26]2[CH2:27][CH2:28]2)[C@H:12]([CH2:13]4)[C@:11]3([OH:22])[CH2:10]1. (2) Given the reactants [NH:1]1[C:10]2[C:5](=[CH:6][N:7]=[CH:8][CH:9]=2)[CH:4]=[CH:3][C:2]1=[O:11].[H-].[Na+].Br[CH2:15][CH:16]1[O:20][CH2:19][CH2:18][O:17]1.O, predict the reaction product. The product is: [O:17]1[CH2:18][CH2:19][O:20][CH:16]1[CH2:15][N:1]1[C:10]2[C:5](=[CH:6][N:7]=[CH:8][CH:9]=2)[CH:4]=[CH:3][C:2]1=[O:11]. (3) Given the reactants Cl.[NH:2]1[CH2:7][CH2:6][CH2:5][C:4](=[O:8])[CH2:3]1.[C:9](Cl)(=[O:18])[O:10][CH2:11][C:12]1[CH:17]=[CH:16][CH:15]=[CH:14][CH:13]=1.C(N(CC)CC)C.C1COCC1, predict the reaction product. The product is: [O:8]=[C:4]1[CH2:5][CH2:6][CH2:7][N:2]([C:9]([O:10][CH2:11][C:12]2[CH:17]=[CH:16][CH:15]=[CH:14][CH:13]=2)=[O:18])[CH2:3]1. (4) Given the reactants [OH:1][C:2]1[C:3]([N+:15]([O-:17])=[O:16])=[C:4]2[C:8](=[CH:9][C:10]=1[O:11]C)[C:7](=[O:13])[O:6][C:5]2=[O:14].[Cl-].[Al+3].[Cl-].[Cl-].N1C=CC=CC=1, predict the reaction product. The product is: [OH:1][C:2]1[C:3]([N+:15]([O-:17])=[O:16])=[C:4]2[C:8](=[CH:9][C:10]=1[OH:11])[C:7](=[O:13])[O:6][C:5]2=[O:14]. (5) Given the reactants [Br:1][C:2]1[CH:7]=[CH:6][C:5]([C:8]2[CH2:12][CH:11]([CH2:13][OH:14])[O:10][N:9]=2)=[CH:4][CH:3]=1.C1(P(C2C=CC=CC=2)C2C=CC=CC=2)C=CC=CC=1.O[C:35]1[CH:39]=[CH:38][O:37][N:36]=1.CC(OC(/N=N/C(OC(C)C)=O)=O)C, predict the reaction product. The product is: [Br:1][C:2]1[CH:3]=[CH:4][C:5]([C:8]2[CH2:12][CH:11]([CH2:13][O:14][C:35]3[CH:39]=[CH:38][O:37][N:36]=3)[O:10][N:9]=2)=[CH:6][CH:7]=1. (6) Given the reactants [CH3:1][CH2:2][Mg+].[Br-].[CH3:5][C:6]1[CH:11]=[C:10]([F:12])[CH:9]=[CH:8][C:7]=1[C:13]1[C:14]2[C:23]([C:24]#[N:25])=[CH:22][N:21](COCC[Si](C)(C)C)[C:15]=2[N:16]=[C:17](SC)[N:18]=1.[F-].C([N+](CCCC)(CCCC)CCCC)CCC, predict the reaction product. The product is: [CH2:1]([C:17]1[N:18]=[C:13]([C:7]2[CH:8]=[CH:9][C:10]([F:12])=[CH:11][C:6]=2[CH3:5])[C:14]2[C:23]([C:24]#[N:25])=[CH:22][NH:21][C:15]=2[N:16]=1)[CH3:2]. (7) Given the reactants C(O)(=O)C(O)=O.[NH2:7][CH:8]([C:21]([F:24])([F:23])[F:22])[CH2:9][NH:10][C:11](=[O:20])[O:12][CH2:13][C:14]1[CH:19]=[CH:18][CH:17]=[CH:16][CH:15]=1.C(N(CC)CC)C.[C:32](O[C:32]([O:34][C:35]([CH3:38])([CH3:37])[CH3:36])=[O:33])([O:34][C:35]([CH3:38])([CH3:37])[CH3:36])=[O:33], predict the reaction product. The product is: [F:24][C:21]([F:22])([F:23])[CH:8]([NH:7][C:32](=[O:33])[O:34][C:35]([CH3:38])([CH3:37])[CH3:36])[CH2:9][NH:10][C:11](=[O:20])[O:12][CH2:13][C:14]1[CH:19]=[CH:18][CH:17]=[CH:16][CH:15]=1. (8) Given the reactants [Cl:1][C:2]1[CH:7]=[CH:6][C:5]([C:8]2[CH:13]=[CH:12][C:11]([OH:14])=[CH:10][CH:9]=2)=[CH:4][CH:3]=1.C([O:17][C:18]([C:20]1[N:21]=[C:22]([CH2:25]Br)[S:23][CH:24]=1)=[O:19])C, predict the reaction product. The product is: [Cl:1][C:2]1[CH:3]=[CH:4][C:5]([C:8]2[CH:13]=[CH:12][C:11]([O:14][CH2:25][C:22]3[S:23][CH:24]=[C:20]([C:18]([OH:19])=[O:17])[N:21]=3)=[CH:10][CH:9]=2)=[CH:6][CH:7]=1.